From a dataset of Full USPTO retrosynthesis dataset with 1.9M reactions from patents (1976-2016). Predict the reactants needed to synthesize the given product. Given the product [Cl:1][C:2]1[N:3]=[CH:4][C:5]([C:6]2[O:15][CH2:14][CH:9]([C:10]([O:12][CH3:13])=[O:11])[N:8]=2)=[C:16]([NH:18][CH:19]([CH3:21])[CH3:20])[CH:17]=1, predict the reactants needed to synthesize it. The reactants are: [Cl:1][C:2]1[CH:17]=[C:16]([NH:18][CH:19]([CH3:21])[CH3:20])[C:5]([C:6]([NH:8][CH:9]([CH2:14][OH:15])[C:10]([O:12][CH3:13])=[O:11])=O)=[CH:4][N:3]=1.CCN(S(F)(F)F)CC.C([O-])([O-])=O.[K+].[K+].